Dataset: Forward reaction prediction with 1.9M reactions from USPTO patents (1976-2016). Task: Predict the product of the given reaction. (1) Given the reactants [NH:1]1[C:9]2[C:4](=[CH:5][C:6](/[CH:10]=[CH:11]/[C:12]([O:14]C)=[O:13])=[CH:7][CH:8]=2)[CH:3]=[CH:2]1.[Li+].[OH-].Cl, predict the reaction product. The product is: [NH:1]1[C:9]2[C:4](=[CH:5][C:6](/[CH:10]=[CH:11]/[C:12]([OH:14])=[O:13])=[CH:7][CH:8]=2)[CH:3]=[CH:2]1. (2) Given the reactants C([O:3][CH:4]([C:28](=[O:50])[CH:29]=[CH:30][CH:31]=[CH:32][CH:33]=[CH:34][CH:35]=[CH:36][CH:37]=[CH:38][CH:39]=[CH:40][CH2:41][CH2:42][CH2:43][CH2:44][CH2:45][CH2:46][CH2:47][CH2:48][CH3:49])[C:5](=[O:27])[CH:6]=[CH:7][CH:8]=[CH:9][CH:10]=[CH:11][CH:12]=[CH:13][CH:14]=[CH:15][CH:16]=[CH:17][CH2:18][CH2:19][CH2:20][CH2:21][CH2:22][CH2:23][CH2:24][CH2:25][CH3:26])=O.[OH-].[K+], predict the reaction product. The product is: [C:28]([CH:4]([C:5](=[O:27])[CH:6]=[CH:7][CH:8]=[CH:9][CH:10]=[CH:11][CH:12]=[CH:13][CH:14]=[CH:15][CH:16]=[CH:17][CH2:18][CH2:19][CH2:20][CH2:21][CH2:22][CH2:23][CH2:24][CH2:25][CH3:26])[OH:3])(=[O:50])[CH:29]=[CH:30][CH:31]=[CH:32][CH:33]=[CH:34][CH:35]=[CH:36][CH:37]=[CH:38][CH:39]=[CH:40][CH2:41][CH2:42][CH2:43][CH2:44][CH2:45][CH2:46][CH2:47][CH2:48][CH3:49]. (3) Given the reactants [Cl:1][C:2]1[CH:24]=[CH:23][C:5]([CH2:6][NH:7][C:8]([C:10]2[C:11](=[O:22])[C:12]3[S:19][C:18]([CH2:20]Cl)=[CH:17][C:13]=3[N:14]([CH3:16])[CH:15]=2)=[O:9])=[CH:4][CH:3]=1.[CH3:25][NH:26][CH2:27][C@H:28]([C:30]1[CH:35]=[CH:34][CH:33]=[CH:32][N:31]=1)[OH:29].C(N(C(C)C)CC)(C)C, predict the reaction product. The product is: [Cl:1][C:2]1[CH:24]=[CH:23][C:5]([CH2:6][NH:7][C:8]([C:10]2[C:11](=[O:22])[C:12]3[S:19][C:18]([CH2:20][N:26]([CH2:27][C@@H:28]([OH:29])[C:30]4[CH:35]=[CH:34][CH:33]=[CH:32][N:31]=4)[CH3:25])=[CH:17][C:13]=3[N:14]([CH3:16])[CH:15]=2)=[O:9])=[CH:4][CH:3]=1. (4) Given the reactants S(O[CH2:12][C@@H:13]1[O:18][CH2:17][CH2:16][N:15]([C:19]([O:21][C:22]([CH3:25])([CH3:24])[CH3:23])=[O:20])[CH2:14]1)(C1C=CC(C)=CC=1)(=O)=O.[N-:26]=[N+:27]=[N-:28].[Na+], predict the reaction product. The product is: [N:26]([CH2:12][C@@H:13]1[O:18][CH2:17][CH2:16][N:15]([C:19]([O:21][C:22]([CH3:25])([CH3:24])[CH3:23])=[O:20])[CH2:14]1)=[N+:27]=[N-:28]. (5) Given the reactants CC(C)([O-])C.[K+].[N+:7]([CH2:9][C:10]([O:12][CH3:13])=[O:11])#[C-:8].[C:14]1([C:20]2[S:21][CH:22]=[C:23]([C@@H:25]([N:36]=[C:37]=[S:38])[CH2:26][C:27]3[CH:32]=[CH:31][C:30]([N+:33]([O-:35])=[O:34])=[CH:29][CH:28]=3)[N:24]=2)[CH:19]=[CH:18][CH:17]=[CH:16][CH:15]=1, predict the reaction product. The product is: [C:14]1([C:20]2[S:21][CH:22]=[C:23]([C@@H:25]([NH:36][C:37]3[S:38][CH:8]=[N:7][C:9]=3[C:10]([O:12][CH3:13])=[O:11])[CH2:26][C:27]3[CH:32]=[CH:31][C:30]([N+:33]([O-:35])=[O:34])=[CH:29][CH:28]=3)[N:24]=2)[CH:19]=[CH:18][CH:17]=[CH:16][CH:15]=1. (6) Given the reactants [Cl:1][C:2]1[CH:3]=[C:4]([N:19]2[C:24](=[O:25])[NH:23][C:22](=[O:26])[CH:21]=[N:20]2)[CH:5]=[C:6]([Cl:18])[C:7]=1[O:8][C:9]1[CH:14]=[CH:13][C:12]([OH:15])=[C:11]([CH:16]=O)[CH:10]=1.C(O)(=O)C.[NH:31]1[CH2:36][CH2:35][CH2:34][CH2:33][CH2:32]1.C(O[BH-](OC(=O)C)OC(=O)C)(=O)C.[Na+], predict the reaction product. The product is: [Cl:1][C:2]1[CH:3]=[C:4]([N:19]2[C:24](=[O:25])[NH:23][C:22](=[O:26])[CH:21]=[N:20]2)[CH:5]=[C:6]([Cl:18])[C:7]=1[O:8][C:9]1[CH:14]=[CH:13][C:12]([OH:15])=[C:11]([CH2:16][N:31]2[CH2:36][CH2:35][CH2:34][CH2:33][CH2:32]2)[CH:10]=1. (7) Given the reactants [OH:1][C:2]1[C:11]2[N:10]=[C:9]([CH3:12])[CH:8]=[CH:7][C:6]=2[C:5]([S:13]([OH:16])(=[O:15])=[O:14])=[CH:4][CH:3]=1.[OH-].[K+].[Cl:19][O-].[Na+], predict the reaction product. The product is: [Cl:19][C:3]1[CH:4]=[C:5]([S:13]([OH:16])(=[O:15])=[O:14])[C:6]2[CH:7]=[CH:8][C:9]([CH3:12])=[N:10][C:11]=2[C:2]=1[OH:1]. (8) Given the reactants [NH2:1][C:2]1[C:7]([C:8]([O:10][CH3:11])=[O:9])=[CH:6][CH:5]=[C:4]([CH2:12][O:13][CH2:14][O:15][CH3:16])[N:3]=1.C(=O)(O)[O-].[Na+].Cl[CH2:23][CH:24]=O, predict the reaction product. The product is: [CH3:16][O:15][CH2:14][O:13][CH2:12][C:4]1[N:3]2[CH:23]=[CH:24][N:1]=[C:2]2[C:7]([C:8]([O:10][CH3:11])=[O:9])=[CH:6][CH:5]=1. (9) The product is: [CH2:16]([C@H:15]1[CH2:14][O:13][C:12](=[O:18])[N:11]1[C:8]1[CH:9]=[CH:10][N:5]2[N:4]=[CH:3][C:2]([C:27]3[CH:28]=[CH:29][C:30]([C:33]4[N:37]=[CH:36][N:35]([CH2:38][O:39][CH2:40][CH2:41][Si:42]([CH3:45])([CH3:44])[CH3:43])[N:34]=4)=[CH:31][CH:32]=3)=[C:6]2[N:7]=1)[CH3:17]. Given the reactants Br[C:2]1[CH:3]=[N:4][N:5]2[CH:10]=[CH:9][C:8]([N:11]3[C@@H:15]([CH2:16][CH3:17])[CH2:14][O:13][C:12]3=[O:18])=[N:7][C:6]=12.CC1(C)C(C)(C)OB([C:27]2[CH:32]=[CH:31][C:30]([C:33]3[N:37]=[CH:36][N:35]([CH2:38][O:39][CH2:40][CH2:41][Si:42]([CH3:45])([CH3:44])[CH3:43])[N:34]=3)=[CH:29][CH:28]=2)O1.C([O-])([O-])=O.[Na+].[Na+].C1(P(C2CCCCC2)C2C=CC=CC=2C2C(C(C)C)=CC(C(C)C)=CC=2C(C)C)CCCCC1, predict the reaction product.